From a dataset of Peptide-MHC class I binding affinity with 185,985 pairs from IEDB/IMGT. Regression. Given a peptide amino acid sequence and an MHC pseudo amino acid sequence, predict their binding affinity value. This is MHC class I binding data. (1) The peptide sequence is CGNVYVKF. The binding affinity (normalized) is 1.00. The MHC is Mamu-B52 with pseudo-sequence Mamu-B52. (2) The peptide sequence is CKSKNPLLY. The MHC is HLA-A01:01 with pseudo-sequence HLA-A01:01. The binding affinity (normalized) is 0. (3) The MHC is HLA-B15:01 with pseudo-sequence HLA-B15:01. The binding affinity (normalized) is 0.243. The peptide sequence is RYPGVMYAF. (4) The peptide sequence is AEKSRGRRI. The MHC is HLA-A26:01 with pseudo-sequence HLA-A26:01. The binding affinity (normalized) is 0.0847. (5) The peptide sequence is FAANPNSQV. The MHC is HLA-B58:01 with pseudo-sequence HLA-B58:01. The binding affinity (normalized) is 0.0847. (6) The peptide sequence is HLPGFGTAF. The MHC is HLA-A68:02 with pseudo-sequence HLA-A68:02. The binding affinity (normalized) is 0.0847.